This data is from CYP3A4 inhibition data for predicting drug metabolism from PubChem BioAssay. The task is: Regression/Classification. Given a drug SMILES string, predict its absorption, distribution, metabolism, or excretion properties. Task type varies by dataset: regression for continuous measurements (e.g., permeability, clearance, half-life) or binary classification for categorical outcomes (e.g., BBB penetration, CYP inhibition). Dataset: cyp3a4_veith. (1) The compound is CNC(C)c1cc(OC)ccc1OC. The result is 0 (non-inhibitor). (2) The compound is CCCCNC(=O)CC(=O)Nc1ccccc1C(=O)O. The result is 0 (non-inhibitor).